From a dataset of Forward reaction prediction with 1.9M reactions from USPTO patents (1976-2016). Predict the product of the given reaction. (1) The product is: [F:20][CH:19]([F:21])[CH2:8][N:4]1[C:5]2[C:6](=[C:7]3[C:12](=[CH:13][CH:14]=2)[N:11]=[C:10]([O:15][CH:16]([CH3:18])[CH3:17])[CH:9]=[C:8]3[C:19]([F:21])([F:22])[F:20])[O:23][CH2:24][C@H:3]1[CH2:1][CH3:2]. Given the reactants [CH2:1]([C@@H:3]1[CH2:24][O:23][C:6]2=[C:7]3[C:12](=[CH:13][CH:14]=[C:5]2[NH:4]1)[N:11]=[C:10]([O:15][CH:16]([CH3:18])[CH3:17])[CH:9]=[C:8]3[C:19]([F:22])([F:21])[F:20])[CH3:2].[BH4-].[Na+], predict the reaction product. (2) Given the reactants [C:1]([Si:5]1([C:30]([CH3:33])([CH3:32])[CH3:31])[O:10][CH:9]2[CH:11]([OH:29])[CH:12]([N:14]3[C:18]4[N:19]=[C:20]([N:23]=[CH:24][N:25]([CH3:27])[CH3:26])[N:21]=[CH:22][C:17]=4[S:16][C:15]3=[O:28])[O:13][CH:8]2[CH2:7][O:6]1)([CH3:4])([CH3:3])[CH3:2].Cl[C:35]([O:37][CH:38]([CH3:40])[CH3:39])=[O:36], predict the reaction product. The product is: [CH:38]([O:37][C:35](=[O:36])[O:29][CH:11]1[CH:9]2[O:10][Si:5]([C:1]([CH3:4])([CH3:3])[CH3:2])([C:30]([CH3:33])([CH3:32])[CH3:31])[O:6][CH2:7][CH:8]2[O:13][CH:12]1[N:14]1[C:18]2[N:19]=[C:20]([N:23]=[CH:24][N:25]([CH3:27])[CH3:26])[N:21]=[CH:22][C:17]=2[S:16][C:15]1=[O:28])([CH3:40])[CH3:39]. (3) Given the reactants [Br:1]Br.[NH2:3][C:4]1[CH:12]=[C:11]([Cl:13])[CH:10]=[CH:9][C:5]=1[C:6]([OH:8])=[O:7], predict the reaction product. The product is: [NH2:3][C:4]1[CH:12]=[C:11]([Cl:13])[C:10]([Br:1])=[CH:9][C:5]=1[C:6]([OH:8])=[O:7]. (4) Given the reactants [C:1]([O:5][C:6]([N:8]1[CH2:13][CH2:12][N:11]2[C:14]([C:20]([F:23])([F:22])[F:21])=[N:15][C:16]([C:17]([OH:19])=O)=[C:10]2[CH2:9]1)=[O:7])([CH3:4])([CH3:3])[CH3:2].F[P-](F)(F)(F)(F)F.N1(OC(N(C)C)=[N+](C)C)C2C=CC=CC=2N=N1.[NH:48]1[CH2:53][CH2:52][O:51][CH2:50][CH2:49]1.C(N(CC)C(C)C)(C)C, predict the reaction product. The product is: [N:48]1([C:17]([C:16]2[N:15]=[C:14]([C:20]([F:22])([F:23])[F:21])[N:11]3[CH2:12][CH2:13][N:8]([C:6]([O:5][C:1]([CH3:4])([CH3:3])[CH3:2])=[O:7])[CH2:9][C:10]=23)=[O:19])[CH2:53][CH2:52][O:51][CH2:50][CH2:49]1. (5) Given the reactants CCN=C=NCCCN(C)C.Cl.C(OC([NH:20][C:21]1[CH:26]=[CH:25][C:24]([C:27]2[CH:28]=[C:29]([C:33]([OH:35])=O)[N:30]([CH3:32])[CH:31]=2)=[CH:23][CH:22]=1)=O)(C)(C)C.[NH2:36][C:37]1[CH:38]=[C:39]([C:43]([O:45][CH3:46])=[O:44])[N:40]([CH3:42])[CH:41]=1, predict the reaction product. The product is: [NH2:20][C:21]1[CH:22]=[CH:23][C:24]([C:27]2[CH:28]=[C:29]([C:33]([NH:36][C:37]3[CH:38]=[C:39]([C:43]([O:45][CH3:46])=[O:44])[N:40]([CH3:42])[CH:41]=3)=[O:35])[N:30]([CH3:32])[CH:31]=2)=[CH:25][CH:26]=1. (6) The product is: [NH:8]1[CH2:12][CH2:11][C@@H:10]([O:13][C:14](=[O:28])[C@:15]([CH:23]2[CH2:24][CH2:25][CH2:26][CH2:27]2)([OH:22])[C:16]2[CH:17]=[CH:18][CH:19]=[CH:20][CH:21]=2)[CH2:9]1.[ClH:29]. Given the reactants C(OC([N:8]1[CH2:12][CH2:11][C@@H:10]([O:13][C:14](=[O:28])[C@:15]([CH:23]2[CH2:27][CH2:26][CH2:25][CH2:24]2)([OH:22])[C:16]2[CH:21]=[CH:20][CH:19]=[CH:18][CH:17]=2)[CH2:9]1)=O)(C)(C)C.[ClH:29], predict the reaction product.